Dataset: NCI-60 drug combinations with 297,098 pairs across 59 cell lines. Task: Regression. Given two drug SMILES strings and cell line genomic features, predict the synergy score measuring deviation from expected non-interaction effect. (1) Drug 1: CC1=C2C(C(=O)C3(C(CC4C(C3C(C(C2(C)C)(CC1OC(=O)C(C(C5=CC=CC=C5)NC(=O)C6=CC=CC=C6)O)O)OC(=O)C7=CC=CC=C7)(CO4)OC(=O)C)O)C)OC(=O)C. Drug 2: CS(=O)(=O)OCCCCOS(=O)(=O)C. Cell line: NCI-H460. Synergy scores: CSS=63.5, Synergy_ZIP=-5.13, Synergy_Bliss=-4.49, Synergy_Loewe=-21.4, Synergy_HSA=-3.64. (2) Drug 1: C#CCC(CC1=CN=C2C(=N1)C(=NC(=N2)N)N)C3=CC=C(C=C3)C(=O)NC(CCC(=O)O)C(=O)O. Drug 2: CC(C)NC(=O)C1=CC=C(C=C1)CNNC.Cl. Cell line: MDA-MB-435. Synergy scores: CSS=-5.86, Synergy_ZIP=4.23, Synergy_Bliss=1.48, Synergy_Loewe=-5.02, Synergy_HSA=-5.00. (3) Drug 1: C(=O)(N)NO. Drug 2: CN(CC1=CN=C2C(=N1)C(=NC(=N2)N)N)C3=CC=C(C=C3)C(=O)NC(CCC(=O)O)C(=O)O. Cell line: PC-3. Synergy scores: CSS=37.2, Synergy_ZIP=5.61, Synergy_Bliss=0.223, Synergy_Loewe=-28.3, Synergy_HSA=-2.48.